This data is from Forward reaction prediction with 1.9M reactions from USPTO patents (1976-2016). The task is: Predict the product of the given reaction. (1) Given the reactants [N:1]1[CH:6]=[CH:5][CH:4]=[CH:3][C:2]=1[N:7]([CH2:30][C:31]([O:33][CH2:34][CH3:35])=[O:32])[C:8]([C:10]1[CH:29]=[CH:28][C:13]2[N:14]([CH3:27])[C:15]([CH2:17][CH2:18][C:19]3[CH:24]=[CH:23][C:22]([C:25]#[N:26])=[CH:21][CH:20]=3)=[N:16][C:12]=2[CH:11]=1)=[O:9].[ClH:36].C(O)C.C(=O)([O-])[O-].[NH4+:44].[NH4+], predict the reaction product. The product is: [ClH:36].[ClH:36].[N:1]1[CH:6]=[CH:5][CH:4]=[CH:3][C:2]=1[N:7]([CH2:30][C:31]([O:33][CH2:34][CH3:35])=[O:32])[C:8]([C:10]1[CH:29]=[CH:28][C:13]2[N:14]([CH3:27])[C:15]([CH2:17][CH2:18][C:19]3[CH:24]=[CH:23][C:22]([C:25](=[NH:44])[NH2:26])=[CH:21][CH:20]=3)=[N:16][C:12]=2[CH:11]=1)=[O:9]. (2) Given the reactants C(OC([N:8]1[CH2:13][CH2:12][CH:11]([C:14]2[CH:22]=[CH:21][CH:20]=[CH:19][C:15]=2[C:16]([OH:18])=O)[CH2:10][CH2:9]1)=O)(C)(C)C.[NH2:23][CH:24]([CH2:27][OH:28])[CH2:25][OH:26].CN(C(ON1N=NC2C=CC=CC1=2)=[N+](C)C)C.F[P-](F)(F)(F)(F)F.CCN(C(C)C)C(C)C.C(O)(C(F)(F)F)=O, predict the reaction product. The product is: [OH:26][CH2:25][CH:24]([NH:23][C:16](=[O:18])[C:15]1[CH:19]=[CH:20][CH:21]=[CH:22][C:14]=1[CH:11]1[CH2:10][CH2:9][NH:8][CH2:13][CH2:12]1)[CH2:27][OH:28]. (3) Given the reactants [Br:1][C:2]1[CH:7]=[CH:6][C:5]([F:8])=[CH:4][CH:3]=1.[CH3:9][C:10]1[CH:11]=[C:12]([S:17]([C:19]2[CH:24]=[C:23]([CH3:25])[CH:22]=[C:21]([CH3:26])[CH:20]=2)=O)[CH:13]=[C:14]([CH3:16])[CH:15]=1.C[Si](Cl)(C)C.Cl, predict the reaction product. The product is: [Br-:1].[CH3:26][C:21]1[CH:20]=[C:19]([S+:17]([C:12]2[CH:11]=[C:10]([CH3:9])[CH:15]=[C:14]([CH3:16])[CH:13]=2)[C:2]2[CH:7]=[CH:6][C:5]([F:8])=[CH:4][CH:3]=2)[CH:24]=[C:23]([CH3:25])[CH:22]=1. (4) Given the reactants [F:1][C:2]([F:11])([CH:5]([F:10])[C:6]([F:9])([F:8])[F:7])[CH2:3][OH:4].[F:12][C:13]([F:28])([S:24](F)(=[O:26])=[O:25])[C:14]([F:23])([F:22])[C:15]([F:21])([F:20])[C:16]([F:19])([F:18])[F:17].[OH-].[K+], predict the reaction product. The product is: [F:28][C:13]([F:12])([S:24]([O:4][CH2:3][C:2]([F:11])([F:1])[CH:5]([F:10])[C:6]([F:9])([F:7])[F:8])(=[O:26])=[O:25])[C:14]([F:22])([F:23])[C:15]([F:21])([F:20])[C:16]([F:19])([F:18])[F:17]. (5) Given the reactants [O:1]1[C:5]2[CH:6]=[CH:7][C:8]([C:10]3([C:13]([NH:15][C:16]4[CH:17]=[C:18]5[C:22](=[CH:23][CH:24]=4)[NH:21][C:20]([C:25]([CH3:28])([CH3:27])[CH3:26])=[CH:19]5)=[O:14])[CH2:12][CH2:11]3)=[CH:9][C:4]=2[O:3][CH2:2]1.[H-].[Na+].[CH2:31]([CH:33]1[O:35][CH2:34]1)Cl.[CH3:36][NH2:37], predict the reaction product. The product is: [O:1]1[C:5]2[CH:6]=[CH:7][C:8]([C:10]3([C:13]([NH:15][C:16]4[CH:17]=[C:18]5[C:22](=[CH:23][CH:24]=4)[N:21]([CH2:31][CH:33]([OH:35])[CH2:34][NH:37][CH3:36])[C:20]([C:25]([CH3:28])([CH3:27])[CH3:26])=[CH:19]5)=[O:14])[CH2:12][CH2:11]3)=[CH:9][C:4]=2[O:3][CH2:2]1.